The task is: Predict the product of the given reaction.. This data is from Forward reaction prediction with 1.9M reactions from USPTO patents (1976-2016). (1) Given the reactants [CH3:1][C:2]1[CH:3]=[C:4]([OH:26])[CH:5]=[C:6]([O:8][C:9]2[CH:14]=[CH:13][C:12]([C:15]([F:18])([F:17])[F:16])=[CH:11][C:10]=2[O:19][C:20]2[CH:25]=[CH:24][CH:23]=[CH:22][CH:21]=2)[CH:7]=1.[CH2:27]([O:29][C:30](=[O:41])[CH2:31][O:32][C:33]1[CH:38]=[CH:37][C:36](Br)=[CH:35][C:34]=1[CH3:40])[CH3:28].C(=O)([O-])[O-].[Cs+].[Cs+].CC(C)(C(=O)CC(=O)C(C)(C)C)C, predict the reaction product. The product is: [CH2:27]([O:29][C:30](=[O:41])[CH2:31][O:32][C:33]1[CH:38]=[CH:37][C:36]([O:26][C:4]2[CH:5]=[C:6]([O:8][C:9]3[CH:14]=[CH:13][C:12]([C:15]([F:17])([F:18])[F:16])=[CH:11][C:10]=3[O:19][C:20]3[CH:21]=[CH:22][CH:23]=[CH:24][CH:25]=3)[CH:7]=[C:2]([CH3:1])[CH:3]=2)=[CH:35][C:34]=1[CH3:40])[CH3:28]. (2) Given the reactants [Cl:1][C:2]1[CH:3]=[C:4]([CH:8]=[C:9](Cl)[CH:10]=1)[C:5]([OH:7])=[O:6].[CH3:12][O-:13].[Na+].Cl, predict the reaction product. The product is: [Cl:1][C:2]1[CH:3]=[C:4]([CH:8]=[C:9]([O:13][CH3:12])[CH:10]=1)[C:5]([OH:7])=[O:6]. (3) The product is: [NH:1]([C:12]([O:14][C:15]([CH3:18])([CH3:17])[CH3:16])=[O:13])[C@H:2]([C:9]([O:11][N:28]1[C:24](=[O:38])[CH2:25][CH2:26][C:27]1=[O:37])=[O:10])[CH2:3][O:4][C:5]([CH3:8])([CH3:7])[CH3:6]. Given the reactants [NH:1]([C:12]([O:14][C:15]([CH3:18])([CH3:17])[CH3:16])=[O:13])[C@H:2]([C:9]([OH:11])=[O:10])[CH2:3][O:4][C:5]([CH3:8])([CH3:7])[CH3:6].F[B-](F)(F)F.[C:24]1(=[O:38])[N:28](OC(N(C)C)=[N+](C)C)[C:27](=[O:37])[CH2:26][CH2:25]1.C(N(CC)C(C)C)(C)C, predict the reaction product. (4) Given the reactants [Cl:1][C:2]1[C:3](=[O:25])[N:4]([CH3:24])[CH:5]=[C:6]([C:9]([N:11]2[CH2:16][CH2:15][CH:14]([C:17]3[CH:22]=[CH:21][C:20]([F:23])=[CH:19][CH:18]=3)[CH2:13][CH2:12]2)=[O:10])[C:7]=1Cl.[CH3:26][C:27]1[N:32]=[CH:31][C:30]([NH2:33])=[CH:29][CH:28]=1, predict the reaction product. The product is: [Cl:1][C:2]1[C:3](=[O:25])[N:4]([CH3:24])[CH:5]=[C:6]([C:9]([N:11]2[CH2:16][CH2:15][CH:14]([C:17]3[CH:22]=[CH:21][C:20]([F:23])=[CH:19][CH:18]=3)[CH2:13][CH2:12]2)=[O:10])[C:7]=1[NH:33][C:30]1[CH:31]=[N:32][C:27]([CH3:26])=[CH:28][CH:29]=1. (5) Given the reactants [CH:1]1[C:10]2[C:5](=[CH:6][CH:7]=[CH:8][CH:9]=2)[CH:4]=[CH:3][C:2]=1[CH2:11][C:12]([NH:14][C:15]1[N:16]=[CH:17][N:18]2[C:22]([C:23]([F:26])([F:25])[F:24])=[C:21]([C:27]([O-:29])=[O:28])[S:20][C:19]=12)=[O:13].[OH-].[Li+].C(O)(=O)C, predict the reaction product. The product is: [CH:1]1[C:10]2[C:5](=[CH:6][CH:7]=[CH:8][CH:9]=2)[CH:4]=[CH:3][C:2]=1[CH2:11][C:12]([NH:14][C:15]1[N:16]=[CH:17][N:18]2[C:22]([C:23]([F:25])([F:24])[F:26])=[C:21]([C:27]([OH:29])=[O:28])[S:20][C:19]=12)=[O:13].